The task is: Predict the product of the given reaction.. This data is from Forward reaction prediction with 1.9M reactions from USPTO patents (1976-2016). (1) Given the reactants [C:1]([O:5][C:6]([N:8]1[CH2:13][CH2:12][CH:11]([CH:14]([C:22](O)=[O:23])[C:15]2[CH:20]=[CH:19][C:18]([F:21])=[CH:17][CH:16]=2)[CH2:10][CH2:9]1)=[O:7])([CH3:4])([CH3:3])[CH3:2].[CH2:25]([O:32][C:33]([N:35]1[CH2:40][CH2:39][NH:38][CH2:37][CH2:36]1)=[O:34])[C:26]1[CH:31]=[CH:30][CH:29]=[CH:28][CH:27]=1.Cl.CNC(NC)CCN=C=NCC.O.ON1C2C=CC=CC=2N=N1.C(=O)(O)[O-].[Na+], predict the reaction product. The product is: [CH2:25]([O:32][C:33]([N:35]1[CH2:40][CH2:39][N:38]([C:22](=[O:23])[CH:14]([CH:11]2[CH2:12][CH2:13][N:8]([C:6]([O:5][C:1]([CH3:3])([CH3:2])[CH3:4])=[O:7])[CH2:9][CH2:10]2)[C:15]2[CH:20]=[CH:19][C:18]([F:21])=[CH:17][CH:16]=2)[CH2:37][CH2:36]1)=[O:34])[C:26]1[CH:31]=[CH:30][CH:29]=[CH:28][CH:27]=1. (2) Given the reactants Br.[NH2:2][C:3]1[C:8]([CH2:9][OH:10])=[CH:7][C:6]([Br:11])=[CH:5][N:4]=1.C(N(CC)CC)C.Cl[C:20](OC(Cl)(Cl)Cl)=[O:21], predict the reaction product. The product is: [Br:11][C:6]1[CH:5]=[N:4][C:3]2[NH:2][C:20](=[O:21])[O:10][CH2:9][C:8]=2[CH:7]=1. (3) The product is: [N:12]1([CH2:17][CH2:18][CH2:19][NH:20][C:21]([C:23]2[C:27]([CH:28]([CH3:30])[CH3:29])=[C:26]([CH:31]=[C:5]3[C:4]4[C:8](=[CH:9][CH:10]=[C:2]([Br:1])[CH:3]=4)[NH:7][C:6]3=[O:11])[NH:25][C:24]=2[CH:33]([CH3:35])[CH3:34])=[O:22])[CH2:16][CH2:15][CH2:14][CH2:13]1. Given the reactants [Br:1][C:2]1[CH:3]=[C:4]2[C:8](=[CH:9][CH:10]=1)[NH:7][C:6](=[O:11])[CH2:5]2.[N:12]1([CH2:17][CH2:18][CH2:19][NH:20][C:21]([C:23]2[C:27]([CH:28]([CH3:30])[CH3:29])=[C:26]([CH:31]=O)[NH:25][C:24]=2[CH:33]([CH3:35])[CH3:34])=[O:22])[CH2:16][CH2:15][CH2:14][CH2:13]1, predict the reaction product. (4) Given the reactants COC(C1SC2C=C(CO)C=CC=2C=1)=O.[ClH:16].[CH2:17]([O:19][C:20]([C:22]1[S:26][C:25]2[CH:27]=[C:28]([CH2:31][NH2:32])[CH:29]=[CH:30][C:24]=2[CH:23]=1)=[O:21])C, predict the reaction product. The product is: [ClH:16].[CH3:17][O:19][C:20]([C:22]1[S:26][C:25]2[CH:27]=[C:28]([CH2:31][NH2:32])[CH:29]=[CH:30][C:24]=2[CH:23]=1)=[O:21]. (5) The product is: [C:1]1([C:7]2([O:18][CH:11]2[C:12]2[CH:17]=[CH:16][N:15]=[CH:14][CH:13]=2)[C:8](=[O:10])[CH3:9])[CH:2]=[CH:3][CH:4]=[CH:5][CH:6]=1. Given the reactants [C:1]1([C:7](=[CH:11][C:12]2[CH:17]=[CH:16][N:15]=[CH:14][CH:13]=2)[C:8](=[O:10])[CH3:9])[CH:6]=[CH:5][CH:4]=[CH:3][CH:2]=1.[OH-:18].[Na+].OO.[Cl-].[Na+], predict the reaction product. (6) Given the reactants [NH2:1][C@H:2]([C:6]([OH:8])=[O:7])[CH2:3][CH2:4][OH:5].C(=O)([O-])[O-].[Cs+].[Cs+].O1CCOCC1.[C:21](OC([O-])=O)(=[O:27])[O:22][C:23]([CH3:26])([CH3:25])[CH3:24], predict the reaction product. The product is: [C:23]([O:22][C:21]([NH:1][CH:2]([C:6]([OH:8])=[O:7])[CH2:3][CH2:4][OH:5])=[O:27])([CH3:26])([CH3:25])[CH3:24].